From a dataset of HIV replication inhibition screening data with 41,000+ compounds from the AIDS Antiviral Screen. Binary Classification. Given a drug SMILES string, predict its activity (active/inactive) in a high-throughput screening assay against a specified biological target. (1) The result is 0 (inactive). The molecule is Cc1ccc2c(c1)C(C1Cc3cccc(C)c3C1=O)OC2=O. (2) The molecule is C=O.NNCCc1n[nH]c(=O)n1N. The result is 0 (inactive). (3) The compound is COc1cc(OC)cc(Oc2nc3c(N)cc(C(F)(F)F)cc3nc2-c2ccccc2)c1. The result is 0 (inactive). (4) The drug is CCN(CC)C(=O)c1cccc2c1OCO2. The result is 0 (inactive). (5) The drug is CN1C(=O)N(C)P(=O)(c2ccccc2)P1c1ccccc1. The result is 0 (inactive).